Dataset: Forward reaction prediction with 1.9M reactions from USPTO patents (1976-2016). Task: Predict the product of the given reaction. (1) Given the reactants Cl[C:2]1[CH:10]=[C:9]2[C:5]([CH:6]=[N:7][N:8]2[S:11]([C:14]2[CH:19]=[CH:18][CH:17]=[CH:16][CH:15]=2)(=[O:13])=[O:12])=[C:4]([C:20]2[O:21][C:22]([CH2:25][N:26]3[CH2:31][C@H:30]([CH3:32])[O:29][C@H:28]([CH3:33])[CH2:27]3)=[CH:23][N:24]=2)[CH:3]=1.[F:34][C:35]1[CH:40]=[C:39]([F:41])[CH:38]=[CH:37][C:36]=1[S:42]([NH:45][C:46]1[C:47]([O:61][CH3:62])=[N:48][CH:49]=[C:50](B2OC(C)(C)C(C)(C)O2)[CH:51]=1)(=[O:44])=[O:43].[O-]P([O-])([O-])=O.[K+].[K+].[K+].O, predict the reaction product. The product is: [CH3:33][C@H:28]1[O:29][C@@H:30]([CH3:32])[CH2:31][N:26]([CH2:25][C:22]2[O:21][C:20]([C:4]3[CH:3]=[C:2]([C:50]4[CH:51]=[C:46]([NH:45][S:42]([C:36]5[CH:37]=[CH:38][C:39]([F:41])=[CH:40][C:35]=5[F:34])(=[O:44])=[O:43])[C:47]([O:61][CH3:62])=[N:48][CH:49]=4)[CH:10]=[C:9]4[C:5]=3[CH:6]=[N:7][N:8]4[S:11]([C:14]3[CH:19]=[CH:18][CH:17]=[CH:16][CH:15]=3)(=[O:13])=[O:12])=[N:24][CH:23]=2)[CH2:27]1. (2) Given the reactants Cl.[NH:2]1[C:6]2[CH:7]=[CH:8][CH:9]=[CH:10][C:5]=2[N:4]=[C:3]1[C@@H:11]1[CH2:15][C:14](=[N:16][O:17][CH3:18])[CH2:13][N:12]1C(OC(C)(C)C)=O, predict the reaction product. The product is: [CH3:18][O:17][N:16]=[C:14]1[CH2:15][C@@H:11]([C:3]2[NH:2][C:6]3[CH:7]=[CH:8][CH:9]=[CH:10][C:5]=3[N:4]=2)[NH:12][CH2:13]1.